From a dataset of Full USPTO retrosynthesis dataset with 1.9M reactions from patents (1976-2016). Predict the reactants needed to synthesize the given product. (1) Given the product [ClH:1].[ClH:27].[ClH:1].[Cl:27][C:11]1[CH:10]=[CH:9][C:8]([O:19][CH3:20])=[CH:7][C:6]=1[NH:5][C:2]1[C:11]2[C:6](=[CH:7][C:8]([O:19][CH2:20][CH2:21][N:22]3[CH2:23][CH2:24][CH2:25][CH2:26]3)=[CH:9][C:10]=2[N:12]2[CH2:13][CH2:14][N:15]([CH3:18])[CH2:16][CH2:17]2)[N:5]=[CH:4][N:3]=1, predict the reactants needed to synthesize it. The reactants are: [Cl:1][C:2]1[C:11]2[C:6](=[CH:7][C:8]([O:19][CH2:20][CH2:21][N:22]3[CH2:26][CH2:25][CH2:24][CH2:23]3)=[CH:9][C:10]=2[N:12]2[CH2:17][CH2:16][N:15]([CH3:18])[CH2:14][CH2:13]2)[N:5]=[CH:4][N:3]=1.[ClH:27]. (2) Given the product [C:31]([C:29]1[CH:28]=[CH:27][C:25]2[NH:26][C:22]([C:14]([C:8]3[C:7]([C:16]([NH:3][CH3:2])=[O:17])=[CH:6][C:5]([CH3:4])=[C:13]4[C:9]=3[CH:10]=[CH:11][NH:12]4)([OH:15])[C:18]([F:19])([F:21])[F:20])=[N:23][C:24]=2[CH:30]=1)#[N:32], predict the reactants needed to synthesize it. The reactants are: Cl.[CH3:2][NH2:3].[CH3:4][C:5]1[CH:6]=[C:7]2[C:16](=[O:17])[O:15][C:14]([C:22]3[NH:26][C:25]4[CH:27]=[CH:28][C:29]([C:31]#[N:32])=[CH:30][C:24]=4[N:23]=3)([C:18]([F:21])([F:20])[F:19])[C:8]2=[C:9]2[C:13]=1[NH:12][CH:11]=[CH:10]2. (3) Given the product [N:62]1([CH2:61][CH2:60][NH:59][C:17]([C:14]2[CH:15]=[C:16]3[C:11](=[CH:12][CH:13]=2)[O:10][C:9]([C:20]2[N:25]=[CH:24][N:23]4[CH:26]=[CH:27][CH:28]=[C:22]4[CH:21]=2)=[CH:8][C:7]3=[N:6][O:5][C:1]([CH3:2])([CH3:4])[CH3:3])=[O:19])[CH2:67][CH2:66][O:65][CH2:64][CH2:63]1, predict the reactants needed to synthesize it. The reactants are: [C:1]([O:5][N:6]=[C:7]1[C:16]2[C:11](=[CH:12][CH:13]=[C:14]([C:17]([OH:19])=O)[CH:15]=2)[O:10][C:9]([C:20]2[N:25]=[CH:24][N:23]3[CH:26]=[CH:27][CH:28]=[C:22]3[CH:21]=2)=[CH:8]1)([CH3:4])([CH3:3])[CH3:2].Cl.CN(C)CCCN=C=NCC.O.ON1C2C=CC=CC=2N=N1.C(N(CC)CC)C.[NH2:59][CH2:60][CH2:61][N:62]1[CH2:67][CH2:66][O:65][CH2:64][CH2:63]1. (4) Given the product [CH:9]1[CH:8]=[C:7]([CH2:6][C:4]2[NH:3][C:2]([CH:23]=[O:24])=[CH:1][CH:5]=2)[NH:11][CH:10]=1, predict the reactants needed to synthesize it. The reactants are: [CH:1]1[CH:5]=[C:4]([CH2:6][C:7]2[NH:11][CH:10]=[CH:9][CH:8]=2)[NH:3][CH:2]=1.C1([Mg]Br)C(C)=CC(C)=CC=1C.[CH:23](OC1C=CC=CC=1)=[O:24]. (5) Given the product [F:27][C:15]1[CH:14]=[C:13]([N:6]2[C:7]3[C:3](=[C:2]([OH:28])[CH:10]=[C:9]([C:11]#[N:12])[CH:8]=3)[CH:4]=[CH:5]2)[CH:18]=[CH:17][C:16]=1[O:19][CH2:20][C:21]1[CH:26]=[CH:25][CH:24]=[CH:23][CH:22]=1, predict the reactants needed to synthesize it. The reactants are: Br[C:2]1[CH:10]=[C:9]([C:11]#[N:12])[CH:8]=[C:7]2[C:3]=1[CH:4]=[CH:5][N:6]2[C:13]1[CH:18]=[CH:17][C:16]([O:19][CH2:20][C:21]2[CH:26]=[CH:25][CH:24]=[CH:23][CH:22]=2)=[C:15]([F:27])[CH:14]=1.[OH-:28].[K+].Cl.